Dataset: Full USPTO retrosynthesis dataset with 1.9M reactions from patents (1976-2016). Task: Predict the reactants needed to synthesize the given product. (1) Given the product [OH:3][CH:1]([CH:4]([C:14]1[N:22]2[C:17]([C:18](=[O:37])[NH:19][C:20]([CH2:23][C:24]3[CH:25]=[CH:26][C:27]([CH3:36])=[C:28]([CH:35]=3)[CH2:29][S:30]([NH:33][CH3:34])(=[O:32])=[O:31])=[N:21]2)=[C:16]([CH3:38])[N:15]=1)[CH2:5][CH2:6][CH2:7][C:8]1[CH:9]=[CH:10][CH:11]=[CH:12][CH:13]=1)[CH3:2], predict the reactants needed to synthesize it. The reactants are: [C:1]([CH:4]([C:14]1[N:22]2[C:17]([C:18](=[O:37])[NH:19][C:20]([CH2:23][C:24]3[CH:25]=[CH:26][C:27]([CH3:36])=[C:28]([CH:35]=3)[CH2:29][S:30]([NH:33][CH3:34])(=[O:32])=[O:31])=[N:21]2)=[C:16]([CH3:38])[N:15]=1)[CH2:5][CH2:6][CH2:7][C:8]1[CH:13]=[CH:12][CH:11]=[CH:10][CH:9]=1)(=[O:3])[CH3:2].[BH4-].[Na+]. (2) Given the product [CH:13]1([CH2:16][N:17]2[C:18]([C:19]([O:21][CH2:22][CH3:23])=[O:20])=[C:6]([OH:8])[C:5]3[C:4](=[CH:3][C:2]([F:1])=[CH:12][CH:11]=3)[C:9]2=[O:10])[CH2:14][CH2:15]1, predict the reactants needed to synthesize it. The reactants are: [F:1][C:2]1[CH:3]=[C:4]2[C:9](=[O:10])[O:8][C:6](=O)[C:5]2=[CH:11][CH:12]=1.[CH:13]1([CH2:16][NH:17][CH2:18][C:19]([O:21][CH2:22][CH3:23])=[O:20])[CH2:15][CH2:14]1.C(=O)([O-])[O-].[K+].[K+].C(I)C.C(O)C.[O-]CC.[Na+].Cl. (3) Given the product [Cl:1][C:2]1[CH:3]=[C:4]([NH:9][C:10]2[N:15]=[C:14]([N:16]3[CH:20]=[CH:19][C:18]([C:21]([F:24])([F:23])[F:22])=[N:17]3)[C:13]([C:29]3[N:34]=[C:33]([C:35]([OH:37])=[O:36])[CH:32]=[CH:31][CH:30]=3)=[CH:12][N:11]=2)[CH:5]=[CH:6][C:7]=1[F:8], predict the reactants needed to synthesize it. The reactants are: [Cl:1][C:2]1[CH:3]=[C:4]([NH:9][C:10]2[N:15]=[C:14]([N:16]3[CH:20]=[CH:19][C:18]([C:21]([F:24])([F:23])[F:22])=[N:17]3)[C:13](B(O)O)=[CH:12][N:11]=2)[CH:5]=[CH:6][C:7]=1[F:8].Br[C:29]1[N:34]=[C:33]([C:35]([O:37]C)=[O:36])[CH:32]=[CH:31][CH:30]=1.C([O-])([O-])=O.[K+].[K+].O1CCOCC1. (4) Given the product [CH3:6][N:7]1[C:12](=[O:13])[C:11]2[CH:1]=[CH:2][S:14][C:10]=2[N:9]([CH2:15][CH:16]([CH3:17])[CH3:18])[C:8]1=[O:19], predict the reactants needed to synthesize it. The reactants are: [C:1]([O-])(=O)[CH3:2].[Na+].[CH3:6][N:7]1[C:12](=[O:13])[CH2:11][C:10](=[S:14])[N:9]([CH2:15][CH:16]([CH3:18])[CH3:17])[C:8]1=[O:19]. (5) Given the product [Br:7][C:8]1[CH:13]=[CH:12][C:11]([S:14]([NH2:1])(=[O:16])=[O:15])=[CH:10][CH:9]=1, predict the reactants needed to synthesize it. The reactants are: [N:1]1C=CC=CC=1.[Br:7][C:8]1[CH:13]=[CH:12][C:11]([S:14](Cl)(=[O:16])=[O:15])=[CH:10][CH:9]=1. (6) Given the product [Cl:49][C:45]1[CH:44]=[C:43]2[NH:42][C:41](=[O:50])[C@@:40]3([C@H:25]([CH2:26][C:27]([C:30]#[N:31])([CH3:29])[CH3:28])[NH:24][C@@H:23]([C:22]([NH:21][C:18]4[CH:19]=[CH:20][C:15]([C:14]([O:13][CH3:12])=[O:34])=[CH:16][C:17]=4[F:33])=[O:32])[C@@H:39]3[C:38]3[CH:51]=[CH:52][CH:53]=[C:36]([Cl:35])[C:37]=3[F:54])[C:48]2=[CH:47][CH:46]=1, predict the reactants needed to synthesize it. The reactants are: C1CCN2C(=NCCC2)CC1.[CH3:12][O:13][C:14](=[O:34])[C:15]1[CH:20]=[CH:19][C:18]([NH:21][C:22](=[O:32])[CH2:23][N:24]=[CH:25][CH2:26][C:27]([C:30]#[N:31])([CH3:29])[CH3:28])=[C:17]([F:33])[CH:16]=1.[Cl:35][C:36]1[C:37]([F:54])=[C:38]([CH:51]=[CH:52][CH:53]=1)/[CH:39]=[C:40]1/[C:41](=[O:50])[NH:42][C:43]2[C:48]/1=[CH:47][CH:46]=[C:45]([Cl:49])[CH:44]=2. (7) Given the product [Cl:32][C:33]1[CH:34]=[C:35]([F:46])[C:36]([C:39]2[CH:40]=[CH:41][C:42]([O:45][CH2:48][C@H:49]3[CH2:54][CH2:53][O:52][CH2:51][C@@H:50]3[NH:55][C:56](=[O:62])[O:57][C:58]([CH3:61])([CH3:60])[CH3:59])=[CH:43][CH:44]=2)=[N:37][CH:38]=1, predict the reactants needed to synthesize it. The reactants are: P(CCCC)(CCCC)CCCC.C1CCN(C(N=NC(N2CCCCC2)=O)=O)CC1.[Cl:32][C:33]1[CH:34]=[C:35]([F:46])[C:36]([C:39]2[CH:44]=[CH:43][C:42]([OH:45])=[CH:41][CH:40]=2)=[N:37][CH:38]=1.O[CH2:48][C@H:49]1[CH2:54][CH2:53][O:52][CH2:51][C@@H:50]1[NH:55][C:56](=[O:62])[O:57][C:58]([CH3:61])([CH3:60])[CH3:59].[OH-].[Na+]. (8) The reactants are: C(N(CC)CC)C.[CH3:8][C:9]([O:12][C:13]([NH:15][C@@H:16]([C:24](O)=[O:25])[CH2:17][C:18]1[CH:23]=[CH:22][N:21]=[CH:20][CH:19]=1)=[O:14])([CH3:11])[CH3:10].ClC(OCC(C)C)=O. Given the product [N:21]1[CH:20]=[CH:19][C:18]([CH2:17][C@@H:16]([NH:15][C:13](=[O:14])[O:12][C:9]([CH3:10])([CH3:8])[CH3:11])[CH2:24][OH:25])=[CH:23][CH:22]=1, predict the reactants needed to synthesize it.